This data is from Peptide-MHC class I binding affinity with 185,985 pairs from IEDB/IMGT. The task is: Regression. Given a peptide amino acid sequence and an MHC pseudo amino acid sequence, predict their binding affinity value. This is MHC class I binding data. The peptide sequence is GIALAVPCV. The MHC is HLA-A24:03 with pseudo-sequence HLA-A24:03. The binding affinity (normalized) is 0.0847.